This data is from Forward reaction prediction with 1.9M reactions from USPTO patents (1976-2016). The task is: Predict the product of the given reaction. Given the reactants [C:1]([O:5][C:6](=[O:35])[NH:7][CH2:8][C@H:9]1[CH2:14][CH2:13][C@H:12]([CH2:15][NH:16][C:17]2[C:22]([N+:23]([O-:25])=[O:24])=[CH:21][N:20]=[C:19]([NH:26][CH2:27][C:28]3[CH:33]=[CH:32][CH:31]=[C:30](Br)[CH:29]=3)[N:18]=2)[CH2:11][CH2:10]1)([CH3:4])([CH3:3])[CH3:2].Cl.[NH2:37][CH2:38][C:39]1[CH:40]=[C:41](B(O)O)[CH:42]=[CH:43][CH:44]=1.C(=O)([O-])[O-].[Na+].[Na+].C(COC)OC, predict the reaction product. The product is: [C:1]([O:5][C:6](=[O:35])[NH:7][CH2:8][C@H:9]1[CH2:14][CH2:13][C@H:12]([CH2:15][NH:16][C:17]2[C:22]([N+:23]([O-:25])=[O:24])=[CH:21][N:20]=[C:19]([NH:26][CH2:27][C:28]3[CH:29]=[C:30]([C:43]4[CH:42]=[CH:41][CH:40]=[C:39]([CH2:38][NH2:37])[CH:44]=4)[CH:31]=[CH:32][CH:33]=3)[N:18]=2)[CH2:11][CH2:10]1)([CH3:4])([CH3:3])[CH3:2].